This data is from Reaction yield outcomes from USPTO patents with 853,638 reactions. The task is: Predict the reaction yield, written as a fraction of the theoretical maximum amount of product (1.0 means a 100% yield; for example, 0.34 means a 34% yield). (1) The catalyst is CO. The reactants are [Br:1][C:2]1[CH:8]=[C:7]([O:9][CH3:10])[CH:6]=[CH:5][C:3]=1[NH2:4].[C:11]([C:17]([O:19][CH3:20])=[O:18])#[C:12][C:13]([O:15][CH3:16])=[O:14].C(O)C. The yield is 0.930. The product is [CH3:16][O:15][C:13](=[O:14])[C:12]([NH:4][C:3]1[CH:5]=[CH:6][C:7]([O:9][CH3:10])=[CH:8][C:2]=1[Br:1])=[CH:11][C:17]([O:19][CH3:20])=[O:18]. (2) The reactants are [H-].[Na+].[C:3]([C:7]1[CH:8]=[C:9]2[C:14](=[C:15]([F:17])[CH:16]=1)[C:13](=[O:18])[NH:12][N:11]=[CH:10]2)([CH3:6])([CH3:5])[CH3:4].[Br:19][C:20]1[CH:25]=[C:24]([F:26])[C:23]([CH2:27]Br)=[CH:22][C:21]=1[CH2:29][OH:30].O. The catalyst is CN(C=O)C. The product is [Br:19][C:20]1[C:21]([CH2:29][OH:30])=[CH:22][C:23]([CH2:27][N:12]2[N:11]=[CH:10][C:9]3[C:14](=[C:15]([F:17])[CH:16]=[C:7]([C:3]([CH3:6])([CH3:4])[CH3:5])[CH:8]=3)[C:13]2=[O:18])=[C:24]([F:26])[CH:25]=1. The yield is 0.100. (3) The reactants are [Cl:1][C:2]1[CH:7]=[C:6](Cl)[C:5]([N+:9]([O-:11])=[O:10])=[CH:4][N:3]=1.[NH2:12][CH:13]([CH3:18])[CH2:14][C:15]([NH2:17])=[O:16].C(N(CC)CC)C. The catalyst is C(O)CCC. The product is [Cl:1][C:2]1[CH:7]=[C:6]([NH:12][CH:13]([CH3:18])[CH2:14][C:15]([NH2:17])=[O:16])[C:5]([N+:9]([O-:11])=[O:10])=[CH:4][N:3]=1. The yield is 1.00. (4) The reactants are Cl.[CH2:2]1[C:7]2([CH2:12][CH2:11][NH:10][CH2:9][CH2:8]2)[CH2:6][CH2:5][N:4]([C:13]([O:15]C(C)(C)C)=O)[CH2:3]1.[N+:20]1([O-:29])[C:21](C(O)=O)=[CH:22][CH:23]=[CH:24][CH:25]=1. No catalyst specified. The product is [O-:29][N+:20]1[CH:21]=[CH:22][CH:23]=[CH:24][C:25]=1[C:13]([N:4]1[CH2:3][CH2:2][C:7]2([CH2:8][CH2:9][NH:10][CH2:11][CH2:12]2)[CH2:6][CH2:5]1)=[O:15]. The yield is 0.700. (5) The reactants are [H-].C([Al+]CC(C)C)C(C)C.[CH3:11][C:12]1([CH3:37])[CH2:21][CH2:20][C:19]([CH3:23])([CH3:22])[C:18]2[CH:17]=[C:16]([Se:24][C:25]#[C:26][C:27]3[CH:36]=[CH:35][C:30]([C:31](OC)=[O:32])=[CH:29][CH:28]=3)[CH:15]=[CH:14][C:13]1=2.C(C(C(C([O-])=O)O)O)([O-])=O.[Na+].[K+]. The catalyst is C1(C)C=CC=CC=1. The product is [CH3:11][C:12]1([CH3:37])[CH2:21][CH2:20][C:19]([CH3:22])([CH3:23])[C:18]2[CH:17]=[C:16]([Se:24][C:25]#[C:26][C:27]3[CH:36]=[CH:35][C:30]([CH2:31][OH:32])=[CH:29][CH:28]=3)[CH:15]=[CH:14][C:13]1=2. The yield is 0.600. (6) The reactants are [NH2:1][C:2]1[N:3]=[CH:4][C:5]([C:8]#[C:9][CH2:10][C@H:11]([NH:16][C:17]([O:19][C:20]([CH3:23])([CH3:22])[CH3:21])=[O:18])[C:12]([O:14][CH3:15])=[O:13])=[N:6][CH:7]=1.C([O-])=O.[NH4+]. The catalyst is CO.C(OCC)(=O)C.[Pd]. The product is [NH2:1][C:2]1[N:3]=[CH:4][C:5]([CH2:8][CH2:9][CH2:10][C@H:11]([NH:16][C:17]([O:19][C:20]([CH3:23])([CH3:22])[CH3:21])=[O:18])[C:12]([O:14][CH3:15])=[O:13])=[N:6][CH:7]=1. The yield is 0.790. (7) The reactants are [CH3:1][C:2]([CH3:25])([CH3:24])[C:3]#[C:4][C:5]1[S:9][C:8]([C:10]([O:12][CH3:13])=[O:11])=[C:7]([NH:14][CH2:15][C:16]([N:18]2[CH2:23][CH2:22][O:21][CH2:20][CH2:19]2)=[O:17])[CH:6]=1.[C:26]([O:29][CH:30]1[CH2:35][C@H:34]([C:36](Cl)=[O:37])[CH2:33][CH2:32][C@H:31]1[CH3:39])(=[O:28])[CH3:27].N1C=CC=CC=1.O. The catalyst is ClCCCl.CN(C1C=CN=CC=1)C.[Cl-].[Na+].O. The product is [CH3:1][C:2]([CH3:25])([CH3:24])[C:3]#[C:4][C:5]1[S:9][C:8]([C:10]([O:12][CH3:13])=[O:11])=[C:7]([N:14]([CH2:15][C:16]([N:18]2[CH2:23][CH2:22][O:21][CH2:20][CH2:19]2)=[O:17])[C:36]([C@@H:34]2[CH2:33][CH2:32][C@@H:31]([CH3:39])[CH:30]([O:29][C:26](=[O:28])[CH3:27])[CH2:35]2)=[O:37])[CH:6]=1. The yield is 0.380. (8) The reactants are C([O:4][C:5]1[CH:10]=[CH:9][C:8]([Cl:11])=[CH:7][C:6]=1[Br:12])C=C.C(N(CC)[C:16]1[CH:21]=CC=C[CH:17]=1)C. No catalyst specified. The product is [CH2:21]([C:10]1[CH:9]=[C:8]([Cl:11])[CH:7]=[C:6]([Br:12])[C:5]=1[OH:4])[CH:16]=[CH2:17]. The yield is 0.770. (9) The reactants are [NH3:1].C[O:3][C:4](=O)[C:5]1[CH:10]=[C:9]([Br:11])[CH:8]=[CH:7][C:6]=1[CH2:12]Br. The catalyst is CO. The product is [Br:11][C:9]1[CH:10]=[C:5]2[C:6]([CH2:12][NH:1][C:4]2=[O:3])=[CH:7][CH:8]=1. The yield is 0.670. (10) The reactants are [CH:1]1[CH:2]=[CH:3][C:4]2[C:10](=[O:11])[N:9]([CH:12]3[C:18](=[O:19])[NH:17][C:15](=O)[CH2:14][CH2:13]3)[C:7](=[O:8])[C:5]=2[CH:6]=1.COC1C=CC(P2(SP(C3C=CC(OC)=CC=3)(=S)S2)=[S:29])=CC=1. The catalyst is C1(C)C=CC=CC=1. The product is [O:19]=[C:18]1[CH:12]([N:9]2[C:10](=[O:11])[C:4]3[C:5](=[CH:6][CH:1]=[CH:2][CH:3]=3)[C:7]2=[O:8])[CH2:13][CH2:14][C:15](=[S:29])[NH:17]1. The yield is 0.730.